Dataset: Full USPTO retrosynthesis dataset with 1.9M reactions from patents (1976-2016). Task: Predict the reactants needed to synthesize the given product. Given the product [ClH:1].[Cl:1][C:2]1[N:3]=[C:4]([NH:20][CH2:21][CH2:22][CH3:23])[C:5]2[N:6]=[C:7]([N:16]([CH3:19])[O:17][CH3:18])[N:8]=[C:9]([NH:12][CH2:13][CH2:14][CH3:15])[C:10]=2[N:11]=1, predict the reactants needed to synthesize it. The reactants are: [Cl:1][C:2]1[N:3]=[C:4]([NH:20][CH2:21][CH2:22][CH3:23])[C:5]2[N:6]=[C:7]([N:16]([CH3:19])[O:17][CH3:18])[N:8]=[C:9]([NH:12][CH2:13][CH2:14][CH3:15])[C:10]=2[N:11]=1.Cl.C(OCC)C.Cl.CNC1N=C(NCCC)C2N=C(NC)N=C(NCCC)C=2N=1.